From a dataset of Full USPTO retrosynthesis dataset with 1.9M reactions from patents (1976-2016). Predict the reactants needed to synthesize the given product. (1) Given the product [ClH:31].[NH:8]1[CH2:12][CH2:11][CH2:10][C@@H:9]1[CH2:13][O:14][C:15]1[CH:20]=[CH:19][C:18]([CH2:21][C:22]2[S:23][C:24]3[CH:30]=[CH:29][CH:28]=[CH:27][C:25]=3[N:26]=2)=[CH:17][CH:16]=1, predict the reactants needed to synthesize it. The reactants are: C(OC([N:8]1[CH2:12][CH2:11][CH2:10][C@@H:9]1[CH2:13][O:14][C:15]1[CH:20]=[CH:19][C:18]([CH2:21][C:22]2[S:23][C:24]3[CH:30]=[CH:29][CH:28]=[CH:27][C:25]=3[N:26]=2)=[CH:17][CH:16]=1)=O)(C)(C)C.[ClH:31].CCOCC. (2) Given the product [CH3:1][O:2][C:3]([C:5]1[C:13]2[O:12][C:11]([CH3:14])=[C:10]([Br:15])[C:9]=2[CH:8]=[CH:7][CH:6]=1)=[O:4], predict the reactants needed to synthesize it. The reactants are: [CH3:1][O:2][C:3]([C:5]1[C:13]2[O:12][C:11]([CH3:14])=[CH:10][C:9]=2[CH:8]=[CH:7][CH:6]=1)=[O:4].[Br:15]Br.